Dataset: TCR-epitope binding with 47,182 pairs between 192 epitopes and 23,139 TCRs. Task: Binary Classification. Given a T-cell receptor sequence (or CDR3 region) and an epitope sequence, predict whether binding occurs between them. The epitope is TTLPVNVAF. The TCR CDR3 sequence is CASRQDFTYNEQFF. Result: 1 (the TCR binds to the epitope).